Task: Predict the product of the given reaction.. Dataset: Forward reaction prediction with 1.9M reactions from USPTO patents (1976-2016) (1) Given the reactants C1(S(CC2C(C(O)=O)=C(OCCNC(OC(C)(C)C)=O)C(C3C=COC=3)=CC=2)(=O)=O)C=CC=CC=1.[C:36]1([S:42]([CH2:45][C:46]2[C:51]([C:52]([O:54]C)=[O:53])=[C:50]([O:56][CH2:57][CH2:58][CH2:59][NH:60][C:61]([O:63][C:64]([CH3:67])([CH3:66])[CH3:65])=[O:62])[C:49]([C:68]3[CH:72]=[CH:71][O:70][CH:69]=3)=[CH:48][CH:47]=2)(=[O:44])=[O:43])[CH:41]=[CH:40][CH:39]=[CH:38][CH:37]=1, predict the reaction product. The product is: [C:36]1([S:42]([CH2:45][C:46]2[C:51]([C:52]([OH:54])=[O:53])=[C:50]([O:56][CH2:57][CH2:58][CH2:59][NH:60][C:61]([O:63][C:64]([CH3:65])([CH3:66])[CH3:67])=[O:62])[C:49]([C:68]3[CH:72]=[CH:71][O:70][CH:69]=3)=[CH:48][CH:47]=2)(=[O:44])=[O:43])[CH:37]=[CH:38][CH:39]=[CH:40][CH:41]=1. (2) Given the reactants [N:1]1[CH:6]=[CH:5][C:4](B(O)O)=[CH:3][C:2]=1[CH3:10].[C:11]([C:13]1([NH:16][C:17]([C@H:19]2[CH2:23][C@H:22]([S:24]([C:27]3[CH:32]=[CH:31][C:30](Br)=[CH:29][C:28]=3[C:34]([F:37])([F:36])[F:35])(=[O:26])=[O:25])[CH2:21][C@@H:20]2[O:38][CH2:39][CH3:40])=[O:18])[CH2:15][CH2:14]1)#[N:12].C(C1(NC([C@H]2C[C@H](S(C3C=CC(Br)=CC=3C(F)(F)F)(=O)=O)C[C@@H]2OC)=O)CC1)#N, predict the reaction product. The product is: [C:11]([C:13]1([NH:16][C:17]([C@H:19]2[CH2:23][C@H:22]([S:24]([C:27]3[CH:32]=[CH:31][C:30]([C:4]4[CH:5]=[CH:6][N:1]=[C:2]([CH3:10])[CH:3]=4)=[CH:29][C:28]=3[C:34]([F:37])([F:35])[F:36])(=[O:26])=[O:25])[CH2:21][C@@H:20]2[O:38][CH2:39][CH3:40])=[O:18])[CH2:15][CH2:14]1)#[N:12]. (3) Given the reactants [F:1][C:2]([F:12])([F:11])[C:3]([CH3:10])([CH3:9])[C:4](=O)[CH2:5][C:6]#[N:7].Cl.[NH2:14][OH:15].[OH-].[Na+], predict the reaction product. The product is: [F:1][C:2]([F:12])([F:11])[C:3]([C:4]1[CH:5]=[C:6]([NH2:7])[O:15][N:14]=1)([CH3:10])[CH3:9]. (4) Given the reactants [NH2:1][C:2]1[N:3]=[N:4][C:5]2[CH:11]=[C:10]([OH:12])[CH:9]=[CH:8][C:6]=2[N:7]=1.CC(C)([O-])C.[K+].[CH3:19][NH:20][C:21]([C:23]1[CH:28]=[C:27](Cl)[CH:26]=[CH:25][N:24]=1)=[O:22].C([O-])([O-])=O.[K+].[K+], predict the reaction product. The product is: [CH3:19][NH:20][C:21]([C:23]1[CH:28]=[C:27]([O:12][C:10]2[CH:9]=[CH:8][C:6]3[N:7]=[C:2]([NH2:1])[N:3]=[N:4][C:5]=3[CH:11]=2)[CH:26]=[CH:25][N:24]=1)=[O:22]. (5) Given the reactants [NH2:1][C:2]1[CH:3]=[C:4]([NH:22]C(=O)OCC2C=CC=CC=2)[CH:5]=[N:6][C:7]=1[S:8](=[O:21])(=[O:20])[NH:9][C:10]1[CH:11]=[CH:12][C:13]2[CH2:17][O:16][B:15]([OH:18])[C:14]=2[CH:19]=1.[C:33](Cl)(=[O:38])[O:34][CH2:35][CH2:36][F:37], predict the reaction product. The product is: [NH2:22][C:4]1[CH:3]=[C:2]([NH:1][C:33](=[O:38])[O:34][CH2:35][CH2:36][F:37])[C:7]([S:8](=[O:21])(=[O:20])[NH:9][C:10]2[CH:11]=[CH:12][C:13]3[CH2:17][O:16][B:15]([OH:18])[C:14]=3[CH:19]=2)=[N:6][CH:5]=1.